From a dataset of Catalyst prediction with 721,799 reactions and 888 catalyst types from USPTO. Predict which catalyst facilitates the given reaction. (1) Reactant: C([O:8][C@H:9]1[C@H:14]([O:15]CC2C=CC=CC=2)[C@@H:13]([O:23]CC2C=CC=CC=2)[C@H:12]([C:31]2[CH:36]=[CH:35][C:34]([Cl:37])=[C:33]([CH2:38][C:39]3[CH:44]=[CH:43][C:42]([O:45][CH2:46][CH3:47])=[CH:41][CH:40]=3)[CH:32]=2)[O:11][C:10]1([CH3:49])[CH3:48])C1C=CC=CC=1.Cl. Product: [Cl:37][C:34]1[CH:35]=[CH:36][C:31]([C@@H:12]2[O:11][C:10]([CH3:49])([CH3:48])[C@@H:9]([OH:8])[C@H:14]([OH:15])[C@H:13]2[OH:23])=[CH:32][C:33]=1[CH2:38][C:39]1[CH:40]=[CH:41][C:42]([O:45][CH2:46][CH3:47])=[CH:43][CH:44]=1.[Cl:37][C:34]1[CH:35]=[CH:36][C:31]([C@H:12]2[C@H:13]([OH:23])[C@@H:14]([OH:15])[C@H:9]([OH:8])[C:10]3([CH2:49][CH2:48]3)[O:11]2)=[CH:32][C:33]=1[CH2:38][C:39]1[CH:40]=[CH:41][C:42]([O:45][CH2:46][CH3:47])=[CH:43][CH:44]=1. The catalyst class is: 19. (2) Reactant: [N:1]1([C:5]2[C:10]([F:11])=[C:9]([NH:12][NH2:13])[N:8]=[C:7]([CH2:14][CH3:15])[N:6]=2)[CH2:4][CH2:3][CH2:2]1.[CH:16]1([CH2:21][C@H:22]([CH2:26][N:27]([CH:36]=[O:37])[O:28][CH2:29][C:30]2[CH:35]=[CH:34][CH:33]=[CH:32][CH:31]=2)[C:23](O)=[O:24])[CH2:20][CH2:19][CH2:18][CH2:17]1.C1C=NC2N(O)N=NC=2C=1.CN1CCOCC1.C(Cl)CCl. Product: [N:1]1([C:5]2[N:6]=[C:7]([CH2:14][CH3:15])[N:8]=[C:9]([NH:12][NH:13][C:23](=[O:24])[C@H:22]([CH2:21][CH:16]3[CH2:17][CH2:18][CH2:19][CH2:20]3)[CH2:26][N:27]([O:28][CH2:29][C:30]3[CH:31]=[CH:32][CH:33]=[CH:34][CH:35]=3)[CH:36]=[O:37])[C:10]=2[F:11])[CH2:2][CH2:3][CH2:4]1. The catalyst class is: 3. (3) Reactant: C([O:3][C:4](=[O:28])/[CH:5]=[CH:6]/[C:7]([N:9]1[C:14]2[CH:15]=[CH:16][CH:17]=[C:18]([CH:19]3[CH2:24][CH2:23][CH2:22][CH2:21][CH2:20]3)[C:13]=2[O:12][CH:11]([CH:25]([CH3:27])[CH3:26])[CH2:10]1)=[O:8])C.[OH-].[Na+]. Product: [CH:19]1([C:18]2[C:13]3[O:12][CH:11]([CH:25]([CH3:27])[CH3:26])[CH2:10][N:9]([C:7](=[O:8])/[CH:6]=[CH:5]/[C:4]([OH:28])=[O:3])[C:14]=3[CH:15]=[CH:16][CH:17]=2)[CH2:20][CH2:21][CH2:22][CH2:23][CH2:24]1. The catalyst class is: 107. (4) Reactant: Br[C:2]1[CH:3]=[CH:4][C:5]2[O:11][CH2:10][CH2:9][N:8]3[CH:12]=[C:13]([C:15]4[N:19]([C:20]5[CH:25]=[CH:24][CH:23]=[CH:22][C:21]=5[Cl:26])[N:18]=[C:17]([NH2:27])[N:16]=4)[N:14]=[C:7]3[C:6]=2[CH:28]=1.[C:29]1(B(O)O)[CH:34]=[CH:33][CH:32]=[CH:31][CH:30]=1.C([O-])([O-])=O.[Cs+].[Cs+].O. Product: [Cl:26][C:21]1[CH:22]=[CH:23][CH:24]=[CH:25][C:20]=1[N:19]1[C:15]([C:13]2[N:14]=[C:7]3[C:6]4[CH:28]=[C:2]([C:29]5[CH:34]=[CH:33][CH:32]=[CH:31][CH:30]=5)[CH:3]=[CH:4][C:5]=4[O:11][CH2:10][CH2:9][N:8]3[CH:12]=2)=[N:16][C:17]([NH2:27])=[N:18]1. The catalyst class is: 75. (5) Reactant: [NH2:1][C:2]([C@@H:4]1[N:8]([C:9]([O:11][C:12]([CH3:15])([CH3:14])[CH3:13])=[O:10])[C@H:7]([C:16]([O:18][CH2:19][CH3:20])=[O:17])[CH2:6][CH2:5]1)=O.N1C(Cl)=NC(Cl)=NC=1Cl. Product: [C:2]([C@@H:4]1[N:8]([C:9]([O:11][C:12]([CH3:14])([CH3:15])[CH3:13])=[O:10])[C@H:7]([C:16]([O:18][CH2:19][CH3:20])=[O:17])[CH2:6][CH2:5]1)#[N:1]. The catalyst class is: 3.